From a dataset of Retrosynthesis with 50K atom-mapped reactions and 10 reaction types from USPTO. Predict the reactants needed to synthesize the given product. (1) Given the product CC(C)(C)OC(=O)n1c(-c2cc(OCCCN3CCC(O)CC3)c(Cl)c3c2C(=O)NC3)cc2cc(CN3CCCCC3)ccc21, predict the reactants needed to synthesize it. The reactants are: CC(C)(C)OC(=O)n1c(-c2cc(OCCCCl)c(Cl)c3c2C(=O)NC3)cc2cc(CN3CCCCC3)ccc21.OC1CCNCC1. (2) Given the product CCCCOC(=O)c1nc(Oc2ccc(F)cc2)c2ccccc2c1O, predict the reactants needed to synthesize it. The reactants are: CCCCOC(=O)c1nc(Cl)c2ccccc2c1O.Oc1ccc(F)cc1. (3) The reactants are: CCCCC/C=C\C/C=C\CCCCCCCCO.ClC[C@H]1CO1. Given the product CCCCC/C=C\C/C=C\CCCCCCCCOC[C@H]1CO1, predict the reactants needed to synthesize it. (4) Given the product CCOC(=O)CC1C(=O)NCCN1C(=O)OC(C)(C)C, predict the reactants needed to synthesize it. The reactants are: CC(C)(C)OC(=O)OC(=O)OC(C)(C)C.CCOC(=O)CC1NCCNC1=O. (5) Given the product Cc1n[nH]c(CCc2ccccc2)c1-c1ccncc1, predict the reactants needed to synthesize it. The reactants are: Cc1n[nH]c(C=Cc2ccccc2)c1-c1ccncc1. (6) Given the product COc1ccc(-c2ccc(C=O)cc2Cl)cc1, predict the reactants needed to synthesize it. The reactants are: COc1ccc(B(O)O)cc1.O=Cc1ccc(OS(=O)(=O)C(F)(F)F)c(Cl)c1. (7) Given the product CCc1cc(N)c(C=O)c(CC)n1, predict the reactants needed to synthesize it. The reactants are: CCc1cc(N)c(CO)c(CC)n1.